From a dataset of Forward reaction prediction with 1.9M reactions from USPTO patents (1976-2016). Predict the product of the given reaction. (1) The product is: [ClH:17].[CH:1]1([CH2:7][NH:8][CH3:9])[CH2:6][CH2:5][CH2:4][CH2:3][CH2:2]1. Given the reactants [CH:1]1([CH2:7][N:8](C)[C:9](=O)OC(C)(C)C)[CH2:6][CH2:5][CH2:4][CH2:3][CH2:2]1.[ClH:17].C(OCC)(=O)C, predict the reaction product. (2) Given the reactants [NH2:1][C:2]1[CH:3]=[C:4]2[C:9](=[C:10]([Br:12])[CH:11]=1)[N:8]=[CH:7][C:6]([C:13]#[N:14])=[C:5]2[NH:15][C:16]1[CH:21]=[CH:20][CH:19]=[C:18]([Cl:22])[CH:17]=1.[O:23]1[CH2:28][CH2:27][N:26]([CH2:29][CH:30]=O)[CH2:25][CH2:24]1.C([O-])(O)=O.[Na+].[BH3-]C#N.[Na+], predict the reaction product. The product is: [Br:12][C:10]1[CH:11]=[C:2]([NH:1][CH2:30][CH2:29][N:26]2[CH2:27][CH2:28][O:23][CH2:24][CH2:25]2)[CH:3]=[C:4]2[C:9]=1[N:8]=[CH:7][C:6]([C:13]#[N:14])=[C:5]2[NH:15][C:16]1[CH:21]=[CH:20][CH:19]=[C:18]([Cl:22])[CH:17]=1. (3) Given the reactants F[C:2]1[CH:3]=[CH:4][C:5]([N+:22]([O-:24])=[O:23])=[C:6]([CH:21]=1)[C:7]([NH:9][C:10]1[CH:11]=[C:12]([CH:17]=[CH:18][C:19]=1[CH3:20])[C:13]([O:15][CH3:16])=[O:14])=[O:8].[CH:25]([N:28]1[CH2:33][CH2:32][NH:31][CH2:30][CH2:29]1)([CH3:27])[CH3:26].C(N(CC)C(C)C)(C)C.O, predict the reaction product. The product is: [CH3:20][C:19]1[CH:18]=[CH:17][C:12]([C:13]([O:15][CH3:16])=[O:14])=[CH:11][C:10]=1[NH:9][C:7](=[O:8])[C:6]1[CH:21]=[C:2]([N:31]2[CH2:32][CH2:33][N:28]([CH:25]([CH3:27])[CH3:26])[CH2:29][CH2:30]2)[CH:3]=[CH:4][C:5]=1[N+:22]([O-:24])=[O:23]. (4) Given the reactants [N:1]1[CH:6]=[CH:5][CH:4]=[CH:3][N:2]=1.[NH2:7]OS(O)(=O)=O.C(=O)(O)[O-].[K+].[CH3:18][O:19][C:20]1[CH:25]=[CH:24][C:23]([C:26]#[C:27][C:28](=[O:30])[CH3:29])=[CH:22][CH:21]=1.[OH-].[K+], predict the reaction product. The product is: [CH3:18][O:19][C:20]1[CH:25]=[CH:24][C:23]([C:26]2[C:27]([C:28](=[O:30])[CH3:29])=[C:6]3[N:1]([N:2]=[CH:3][CH:4]=[CH:5]3)[N:7]=2)=[CH:22][CH:21]=1. (5) Given the reactants [NH2:1][C:2]1[C:3]([O:22][C:23]2[CH:28]=[CH:27][CH:26]=[CH:25][CH:24]=2)=[N:4][C:5]([CH3:21])=[C:6]([CH3:20])[C:7]=1[NH:8][CH2:9][CH2:10][CH2:11][NH:12][C:13](=[O:19])[O:14][C:15]([CH3:18])([CH3:17])[CH3:16].Cl.[Cl:30][CH2:31][C:32](=N)OCC, predict the reaction product. The product is: [Cl:30][CH2:31][C:32]1[N:8]([CH2:9][CH2:10][CH2:11][NH:12][C:13](=[O:19])[O:14][C:15]([CH3:18])([CH3:17])[CH3:16])[C:7]2[C:6]([CH3:20])=[C:5]([CH3:21])[N:4]=[C:3]([O:22][C:23]3[CH:24]=[CH:25][CH:26]=[CH:27][CH:28]=3)[C:2]=2[N:1]=1. (6) Given the reactants [Cl:1][C:2]1[CH:7]=[CH:6][C:5]([N:8]2[C:17](=[O:18])[C:16]3[C:11](=[C:12]([I:23])[C:13]([NH:19][C:20](=[O:22])[CH3:21])=[CH:14][CH:15]=3)[N:10]=[C:9]2[CH:24]([CH3:26])[CH3:25])=[CH:4][CH:3]=1.[H-].[Na+].[C:29]([O:32][CH2:33][CH2:34]Br)(=[O:31])[CH3:30].C(=O)([O-])[O-].[Cs+].[Cs+].[I-].[K+], predict the reaction product. The product is: [C:20]([N:19]([C:13]1[C:12]([I:23])=[C:11]2[C:16]([C:17](=[O:18])[N:8]([C:5]3[CH:4]=[CH:3][C:2]([Cl:1])=[CH:7][CH:6]=3)[C:9]([CH:24]([CH3:26])[CH3:25])=[N:10]2)=[CH:15][CH:14]=1)[CH2:34][CH2:33][O:32][C:29](=[O:31])[CH3:30])(=[O:22])[CH3:21]. (7) Given the reactants [Cl:1][C:2]1[N:3]=[C:4]([N:22]2[CH2:27][CH2:26][O:25][CH2:24][CH2:23]2)[C:5]2[S:10][C:9]([C:12]3[CH:13]=[C:14]([NH:18][C:19](=[O:21])[CH3:20])[CH:15]=[CH:16][CH:17]=3)([I:11])[CH2:8][C:6]=2[N:7]=1.[C:28](=O)([O-])[O-].[Cs+].[Cs+].IC, predict the reaction product. The product is: [Cl:1][C:2]1[N:3]=[C:4]([N:22]2[CH2:27][CH2:26][O:25][CH2:24][CH2:23]2)[C:5]2[S:10][C:9]([C:12]3[CH:13]=[C:14]([N:18]([CH3:28])[C:19](=[O:21])[CH3:20])[CH:15]=[CH:16][CH:17]=3)([I:11])[CH2:8][C:6]=2[N:7]=1.